From a dataset of Reaction yield outcomes from USPTO patents with 853,638 reactions. Predict the reaction yield, written as a fraction of the theoretical maximum amount of product (1.0 means a 100% yield; for example, 0.34 means a 34% yield). (1) The reactants are [CH3:1][N:2]1[CH2:7][CH2:6][CH:5]([C:8]([O:10][CH2:11][CH3:12])=[O:9])[CH2:4][CH2:3]1.[Li+].[CH3:14]C([N-]C(C)C)C.CI. The catalyst is C1COCC1.O. The product is [CH3:1][N:2]1[CH2:7][CH2:6][C:5]([CH3:14])([C:8]([O:10][CH2:11][CH3:12])=[O:9])[CH2:4][CH2:3]1. The yield is 0.700. (2) The reactants are Cl[C:2]1[C:11]2[C:6](=[CH:7][CH:8]=[CH:9][CH:10]=2)[CH:5]=[C:4]([N:12]2[CH2:17][CH2:16][O:15][CH2:14][CH2:13]2)[N:3]=1.[NH2:18][C:19]1[C:20]([C:34]([O:36][CH3:37])=[O:35])=[N:21][C:22](B2OC(C)(C)C(C)(C)O2)=[CH:23][N:24]=1.[O-]P([O-])([O-])=O.[K+].[K+].[K+]. The catalyst is O1CCOCC1.C1C=CC(P(C2C=CC=CC=2)[C-]2C=CC=C2)=CC=1.C1C=CC(P(C2C=CC=CC=2)[C-]2C=CC=C2)=CC=1.Cl[Pd]Cl.[Fe+2]. The product is [NH2:18][C:19]1[C:20]([C:34]([O:36][CH3:37])=[O:35])=[N:21][C:22]([C:2]2[C:11]3[C:6](=[CH:7][CH:8]=[CH:9][CH:10]=3)[CH:5]=[C:4]([N:12]3[CH2:17][CH2:16][O:15][CH2:14][CH2:13]3)[N:3]=2)=[CH:23][N:24]=1. The yield is 0.620. (3) The reactants are [C:1]([C:4]1[C:12]2[CH2:11][CH2:10][N:9](C(OC(C)(C)C)=O)[CH2:8][C:7]=2[S:6][C:5]=1[NH:20][C:21]([NH:23][C:24]1[CH:29]=[CH:28][C:27]([Cl:30])=[CH:26][CH:25]=1)=[O:22])(=[O:3])[NH2:2].[C:31]([OH:37])([C:33]([F:36])([F:35])[F:34])=[O:32]. The catalyst is C(Cl)Cl. The product is [F:34][C:33]([F:36])([F:35])[C:31]([OH:37])=[O:32].[Cl:30][C:27]1[CH:26]=[CH:25][C:24]([NH:23][C:21](=[O:22])[NH:20][C:5]2[S:6][C:7]3[CH2:8][NH:9][CH2:10][CH2:11][C:12]=3[C:4]=2[C:1]([NH2:2])=[O:3])=[CH:29][CH:28]=1. The yield is 1.00. (4) The reactants are [C:1]([O:5][C:6]([N:8]1[CH:17]([CH:18]([OH:36])[CH:19]([O:21][C:22](=[O:35])[CH:23]([NH:27][C:28]([O:30][C:31]([CH3:34])([CH3:33])[CH3:32])=[O:29])[CH:24]([CH3:26])[CH3:25])[CH3:20])[CH2:16][NH:15][C:14]2[NH:13][C:12]([N:37]=CN(C)C)=[N:11][C:10](=[O:42])[C:9]1=2)=[O:7])([CH3:4])([CH3:3])[CH3:2].Cl.C(=O)(O)[O-].[Na+]. The catalyst is C(#N)C.C(Cl)Cl. The product is [C:1]([O:5][C:6]([N:8]1[CH:17]([CH:18]([OH:36])[CH:19]([O:21][C:22](=[O:35])[CH:23]([NH:27][C:28]([O:30][C:31]([CH3:34])([CH3:33])[CH3:32])=[O:29])[CH:24]([CH3:26])[CH3:25])[CH3:20])[CH2:16][NH:15][C:14]2[NH:13][C:12]([NH2:37])=[N:11][C:10](=[O:42])[C:9]1=2)=[O:7])([CH3:4])([CH3:2])[CH3:3]. The yield is 0.630. (5) The reactants are [CH3:1][N:2]([C@H:17]([C:19]1[CH:24]=[CH:23][CH:22]=[CH:21][CH:20]=1)[CH3:18])[C:3]1[CH:4]=[CH:5][C:6]2[N:7]([C:9]([C:12]([O:14]CC)=O)=[N:10][N:11]=2)[N:8]=1.[NH3:25]. No catalyst specified. The product is [CH3:1][N:2]([C@H:17]([C:19]1[CH:24]=[CH:23][CH:22]=[CH:21][CH:20]=1)[CH3:18])[C:3]1[CH:4]=[CH:5][C:6]2[N:7]([C:9]([C:12]([NH2:25])=[O:14])=[N:10][N:11]=2)[N:8]=1. The yield is 0.920. (6) The catalyst is FC(F)(F)C(O)=O. The product is [OH:8][C:9]1[CH:18]=[C:17]2[C:12]([C:13]([O:19][C:20]3[CH:29]=[C:28]4[C:23]([CH:24]=[CH:25][CH:26]=[N:27]4)=[CH:22][CH:21]=3)=[N:14][CH:15]=[N:16]2)=[CH:11][C:10]=1[O:30][CH3:31]. The yield is 0.760. The reactants are C([O:8][C:9]1[CH:18]=[C:17]2[C:12]([C:13]([O:19][C:20]3[CH:29]=[C:28]4[C:23]([CH:24]=[CH:25][CH:26]=[N:27]4)=[CH:22][CH:21]=3)=[N:14][CH:15]=[N:16]2)=[CH:11][C:10]=1[O:30][CH3:31])C1C=CC=CC=1.